This data is from Forward reaction prediction with 1.9M reactions from USPTO patents (1976-2016). The task is: Predict the product of the given reaction. (1) Given the reactants [CH3:1][S:2]([N:5]1[CH2:26][CH2:25][C:8]2([C:12](=[O:13])[N:11]([C:14]3[CH:19]=[CH:18][C:17]([O:20][C:21]([F:24])([F:23])[F:22])=[CH:16][CH:15]=3)[CH2:10][CH2:9]2)[CH2:7][CH2:6]1)(=[O:4])=[O:3], predict the reaction product. The product is: [OH:20][C:17]([CH3:18])([CH3:16])[CH2:1][S:2]([N:5]1[CH2:6][CH2:7][C:8]2([C:12](=[O:13])[N:11]([C:14]3[CH:15]=[CH:16][C:17]([O:20][C:21]([F:23])([F:22])[F:24])=[CH:18][CH:19]=3)[CH2:10][CH2:9]2)[CH2:25][CH2:26]1)(=[O:4])=[O:3]. (2) Given the reactants [CH2:1]([NH:3][C:4]([C:6]1[C:14]2[C:9](=[N:10][CH:11]=[C:12](Br)[N:13]=2)[N:8](COCC[Si](C)(C)C)[CH:7]=1)=[O:5])[CH3:2].C(NC(C1C2C(=NC=C(Br)N=2)N(COCC[Si](C)(C)C)C=1)=O)(C)C.[CH3:48][O:49][C:50]1[CH:51]=[C:52]([OH:58])[CH:53]=[C:54]([O:56][CH3:57])[CH:55]=1.C(C1C=C(O)C=CC=1)#N, predict the reaction product. The product is: [CH2:1]([NH:3][C:4]([C:6]1[C:14]2[C:9](=[N:10][CH:11]=[C:12]([O:58][C:52]3[CH:53]=[C:54]([O:56][CH3:57])[CH:55]=[C:50]([O:49][CH3:48])[CH:51]=3)[N:13]=2)[NH:8][CH:7]=1)=[O:5])[CH3:2]. (3) The product is: [CH:12](=[N:1]/[C:2]1[CH:10]=[CH:9][CH:8]=[C:7]2[C:3]=1[CH2:4][O:5][C:6]2=[O:11])\[C:13]1[CH:18]=[CH:17][CH:16]=[CH:15][CH:14]=1. Given the reactants [NH2:1][C:2]1[CH:10]=[CH:9][CH:8]=[C:7]2[C:3]=1[CH2:4][O:5][C:6]2=[O:11].[CH:12](=O)[C:13]1[CH:18]=[CH:17][CH:16]=[CH:15][CH:14]=1, predict the reaction product. (4) Given the reactants [CH3:1][O:2][C:3]([C:5]1[CH:6]=[N:7][C:8]([C:11]#[N:12])=[N:9][CH:10]=1)=[O:4].Cl.[NH2:14][OH:15].C([O-])(=O)C.[Na+], predict the reaction product. The product is: [CH3:1][O:2][C:3]([C:5]1[CH:10]=[N:9][C:8]([C:11](=[NH:12])[NH:14][OH:15])=[N:7][CH:6]=1)=[O:4].